This data is from Full USPTO retrosynthesis dataset with 1.9M reactions from patents (1976-2016). The task is: Predict the reactants needed to synthesize the given product. (1) The reactants are: [CH2:1]([N:8]1[C:17]2[C:12](=[N:13][CH:14]=[C:15](Br)[CH:16]=2)[CH2:11][CH:10]([CH2:19][O:20][Si:21]([C:24]([CH3:27])([CH3:26])[CH3:25])([CH3:23])[CH3:22])[CH2:9]1)[C:2]1[CH:7]=[CH:6][CH:5]=[CH:4][CH:3]=1.[C:28](=[NH:41])([C:35]1[CH:40]=[CH:39][CH:38]=[CH:37][CH:36]=1)[C:29]1[CH:34]=[CH:33][CH:32]=[CH:31][CH:30]=1.C(=O)([O-])[O-].[Cs+].[Cs+]. Given the product [CH2:1]([N:8]1[CH2:9][CH:10]([CH2:19][O:20][Si:21]([C:24]([CH3:27])([CH3:26])[CH3:25])([CH3:23])[CH3:22])[CH2:11][C:12]2[N:13]=[CH:14][C:15]([N:41]=[C:28]([C:29]3[CH:34]=[CH:33][CH:32]=[CH:31][CH:30]=3)[C:35]3[CH:40]=[CH:39][CH:38]=[CH:37][CH:36]=3)=[CH:16][C:17]1=2)[C:2]1[CH:7]=[CH:6][CH:5]=[CH:4][CH:3]=1, predict the reactants needed to synthesize it. (2) Given the product [C:2]([OH:7])(=[O:3])[CH3:1].[OH:48][C@H:12]([C:10]1[CH:9]=[CH:8][C:6]([OH:7])=[C:5]([CH2:4][OH:3])[CH:11]=1)[CH2:13][NH:14][CH2:15][CH2:16][CH2:17][CH2:18][CH2:19][CH2:20][O:21][CH2:22][CH2:23][CH2:24][CH2:25][C:26]1[CH:27]=[C:28]([S:32]([NH:35][CH2:36][C:37]([NH2:39])=[O:38])(=[O:33])=[O:34])[CH:29]=[CH:30][CH:31]=1, predict the reactants needed to synthesize it. The reactants are: [CH3:1][C:2]1(C)[O:7][C:6]2[CH:8]=[CH:9][C:10]([C@@H:12]([OH:48])[CH2:13][NH:14][CH2:15][CH2:16][CH2:17][CH2:18][CH2:19][CH2:20][O:21][CH2:22][CH2:23][CH2:24][CH2:25][C:26]3[CH:27]=[C:28]([S:32]([N:35](COCC[Si](C)(C)C)[CH2:36][C:37]([NH2:39])=[O:38])(=[O:34])=[O:33])[CH:29]=[CH:30][CH:31]=3)=[CH:11][C:5]=2[CH2:4][O:3]1.O. (3) The reactants are: [C:1]([C:3]1[CH:4]=[C:5]([CH:18]=[CH:19][CH:20]=1)[C:6]([N:8]1[C:17]2[C:12](=[CH:13][CH:14]=[CH:15][CH:16]=2)[CH2:11][CH2:10][CH2:9]1)=[O:7])#[N:2].[ClH:21]. Given the product [ClH:21].[NH2:2][CH2:1][C:3]1[CH:4]=[C:5]([CH:18]=[CH:19][CH:20]=1)[C:6]([N:8]1[C:17]2[C:12](=[CH:13][CH:14]=[CH:15][CH:16]=2)[CH2:11][CH2:10][CH2:9]1)=[O:7], predict the reactants needed to synthesize it. (4) The reactants are: [Si]([O:8][CH2:9][CH2:10][CH2:11][N:12]1[C:21]2[C:16](=[CH:17][CH:18]=[CH:19][CH:20]=2)[CH2:15][CH:14]([CH2:22][N:23]2[CH2:28][CH2:27][C:26]3([C:36]4[C:31](=[CH:32][CH:33]=[CH:34][CH:35]=4)[CH2:30][CH2:29]3)[CH2:25][CH2:24]2)[C:13]1=[O:37])(C(C)(C)C)(C)C.[F-].C([N+](CCCC)(CCCC)CCCC)CCC. Given the product [OH:8][CH2:9][CH2:10][CH2:11][N:12]1[C:21]2[C:16](=[CH:17][CH:18]=[CH:19][CH:20]=2)[CH2:15][CH:14]([CH2:22][N:23]2[CH2:28][CH2:27][C:26]3([C:36]4[C:31](=[CH:32][CH:33]=[CH:34][CH:35]=4)[CH2:30][CH2:29]3)[CH2:25][CH2:24]2)[C:13]1=[O:37], predict the reactants needed to synthesize it. (5) Given the product [S:20]([CH2:12][CH2:13][CH:14]1[CH2:15][O:16][CH2:17]1)[C:18]#[N:19], predict the reactants needed to synthesize it. The reactants are: CC1C=CC(S(O[CH2:12][CH2:13][CH:14]2[CH2:17][O:16][CH2:15]2)(=O)=O)=CC=1.[C:18]([S-:20])#[N:19].[K+]. (6) Given the product [Br:19][C:20]1[S:21][CH:22]=[C:23]([C:25]([NH:1][C@H:2]([CH3:18])[CH2:3][N:4]2[CH:8]=[CH:7][C:6]([C:9]3[CH:16]=[CH:15][C:12]([C:13]#[N:14])=[C:11]([Cl:17])[CH:10]=3)=[N:5]2)=[O:26])[N:24]=1, predict the reactants needed to synthesize it. The reactants are: [NH2:1][C@H:2]([CH3:18])[CH2:3][N:4]1[CH:8]=[CH:7][C:6]([C:9]2[CH:16]=[CH:15][C:12]([C:13]#[N:14])=[C:11]([Cl:17])[CH:10]=2)=[N:5]1.[Br:19][C:20]1[S:21][CH:22]=[C:23]([C:25](O)=[O:26])[N:24]=1. (7) The reactants are: Br[C:2]1[CH:7]=[CH:6][C:5]([CH3:8])=[C:4]([Cl:9])[CH:3]=1.[Li]CCCC.[CH3:15][C:16]([CH3:18])=[O:17]. Given the product [Cl:9][C:4]1[CH:3]=[C:2]([C:16]([OH:17])([CH3:18])[CH3:15])[CH:7]=[CH:6][C:5]=1[CH3:8], predict the reactants needed to synthesize it. (8) Given the product [Cl:1][C:2]1[CH:20]=[C:19]([F:21])[C:18]([N:22]2[C:27](=[O:28])[CH:26]=[C:25]([C:29]([F:32])([F:31])[F:30])[N:24]([CH3:33])[C:23]2=[O:34])=[CH:17][C:3]=1[O:4][C:5]1[C:6]([O:11][CH2:12][C:13]([O:15][CH2:16][CH2:41][CH3:42])=[O:14])=[N:7][CH:8]=[CH:9][CH:10]=1, predict the reactants needed to synthesize it. The reactants are: [Cl:1][C:2]1[CH:20]=[C:19]([F:21])[C:18]([N:22]2[C:27](=[O:28])[CH:26]=[C:25]([C:29]([F:32])([F:31])[F:30])[N:24]([CH3:33])[C:23]2=[O:34])=[CH:17][C:3]=1[O:4][C:5]1[C:6]([O:11][CH2:12][C:13]([O:15][CH3:16])=[O:14])=[N:7][CH:8]=[CH:9][CH:10]=1.C(=O)([O-])[O-].[Na+].[Na+].[CH2:41](O)[CH2:42]C.